This data is from Full USPTO retrosynthesis dataset with 1.9M reactions from patents (1976-2016). The task is: Predict the reactants needed to synthesize the given product. Given the product [F:1][C:2]1[CH:7]=[C:6]([N:19]2[CH2:24][CH2:23][O:22][CH2:21][CH2:20]2)[CH:5]=[C:4]([F:9])[C:3]=1[N+:10]([O-:12])=[O:11], predict the reactants needed to synthesize it. The reactants are: [F:1][C:2]1[CH:7]=[C:6](F)[CH:5]=[C:4]([F:9])[C:3]=1[N+:10]([O-:12])=[O:11].C(=O)([O-])[O-].[K+].[K+].[NH:19]1[CH2:24][CH2:23][O:22][CH2:21][CH2:20]1.